Task: Predict which catalyst facilitates the given reaction.. Dataset: Catalyst prediction with 721,799 reactions and 888 catalyst types from USPTO (1) Reactant: C(OC([N:8]1[CH2:13][CH2:12][CH:11]([O:14][C:15]2[CH:20]=[CH:19][C:18]([F:21])=[CH:17][C:16]=2[Cl:22])[CH2:10][CH2:9]1)=O)(C)(C)C.Cl. Product: [ClH:22].[Cl:22][C:16]1[CH:17]=[C:18]([F:21])[CH:19]=[CH:20][C:15]=1[O:14][CH:11]1[CH2:10][CH2:9][NH:8][CH2:13][CH2:12]1. The catalyst class is: 225. (2) Reactant: [Br:1][C:2]1[CH:3]=[C:4]([C:8]2([C:15]3[CH:20]=[CH:19][C:18]([O:21][CH3:22])=[CH:17][CH:16]=3)[C:12](=S)S[C:10](=[S:14])[NH:9]2)[CH:5]=[CH:6][CH:7]=1.[CH3:23][O:24][CH:25]([CH2:28][NH2:29])[CH2:26][NH2:27].C(N(CC)CC)C. Product: [Br:1][C:2]1[CH:3]=[C:4]([C:8]2([C:15]3[CH:20]=[CH:19][C:18]([O:21][CH3:22])=[CH:17][CH:16]=3)[C:12]3=[N:27][CH2:26][CH:25]([O:24][CH3:23])[CH2:28][N:29]3[C:10](=[S:14])[NH:9]2)[CH:5]=[CH:6][CH:7]=1. The catalyst class is: 8.